Dataset: Catalyst prediction with 721,799 reactions and 888 catalyst types from USPTO. Task: Predict which catalyst facilitates the given reaction. (1) Reactant: [F:1][C:2]1([F:26])[CH2:8][N:7]([C:9]2[N:13]([CH3:14])[N:12]=[CH:11][C:10]=2[N+:15]([O-:17])=[O:16])[CH2:6][CH2:5][CH:4]([NH:18]C(=O)OC(C)(C)C)[CH2:3]1.Cl.O1CCOCC1. Product: [F:26][C:2]1([F:1])[CH2:8][N:7]([C:9]2[N:13]([CH3:14])[N:12]=[CH:11][C:10]=2[N+:15]([O-:17])=[O:16])[CH2:6][CH2:5][CH:4]([NH2:18])[CH2:3]1. The catalyst class is: 5. (2) Reactant: [CH3:1][O:2][C:3]1[CH:4]=[C:5]2[C:9](=[CH:10][CH:11]=1)[NH:8][C:7]([C:12]([O:14][CH2:15][CH3:16])=[O:13])=[CH:6]2.[H-].[Na+].Cl[CH2:20][C:21]#[N:22]. Product: [C:21]([CH2:20][N:8]1[C:9]2[C:5](=[CH:4][C:3]([O:2][CH3:1])=[CH:11][CH:10]=2)[CH:6]=[C:7]1[C:12]([O:14][CH2:15][CH3:16])=[O:13])#[N:22]. The catalyst class is: 3.